Dataset: Full USPTO retrosynthesis dataset with 1.9M reactions from patents (1976-2016). Task: Predict the reactants needed to synthesize the given product. Given the product [CH3:3][C:4]([C:16]1[CH:21]=[CH:20][C:19]([N+:22]([O-:24])=[O:23])=[CH:18][CH:17]=1)([C:5]([O:7][CH2:8][CH3:9])=[O:6])[C:10]([O:12][CH2:13][CH3:14])=[O:11], predict the reactants needed to synthesize it. The reactants are: [H-].[Na+].[CH3:3][CH:4]([C:10]([O:12][CH2:13][CH3:14])=[O:11])[C:5]([O:7][CH2:8][CH3:9])=[O:6].F[C:16]1[CH:21]=[CH:20][C:19]([N+:22]([O-:24])=[O:23])=[CH:18][CH:17]=1.